This data is from Forward reaction prediction with 1.9M reactions from USPTO patents (1976-2016). The task is: Predict the product of the given reaction. (1) Given the reactants [CH2:1]([C@@:4]1([C:20]2[CH:25]=[CH:24][C:23]([F:26])=[CH:22][CH:21]=2)[O:9][C:8](=[O:10])[N:7]([C@H:11]([C:13]2[CH:18]=[CH:17][C:16](Br)=[CH:15][CH:14]=2)[CH3:12])[CH2:6][CH2:5]1)[CH:2]=[CH2:3].[NH2:27][C:28]1[N:33]=[CH:32][C:31](B(O)O)=[CH:30][CH:29]=1.C([O-])([O-])=O.[Cs+].[Cs+], predict the reaction product. The product is: [CH2:1]([C@@:4]1([C:20]2[CH:25]=[CH:24][C:23]([F:26])=[CH:22][CH:21]=2)[O:9][C:8](=[O:10])[N:7]([C@H:11]([C:13]2[CH:18]=[CH:17][C:16]([C:31]3[CH:32]=[N:33][C:28]([NH2:27])=[CH:29][CH:30]=3)=[CH:15][CH:14]=2)[CH3:12])[CH2:6][CH2:5]1)[CH:2]=[CH2:3]. (2) Given the reactants Br[C:2]1[CH:3]=[CH:4][C:5]2[O:11][CH2:10][CH2:9][N:8]3[C:12]([CH2:18][NH:19][CH:20]4[CH2:23][O:22][CH2:21]4)=[C:13]([C:15]([NH2:17])=[O:16])[N:14]=[C:7]3[C:6]=2[CH:24]=1.BrC1C=CC2OCCN3C(CN4CCCC4)=C(C(N)=O)N=C3C=2C=1.NC1COC1.[CH3:54][C:55]([OH:59])([C:57]#[CH:58])[CH3:56], predict the reaction product. The product is: [OH:59][C:55]([CH3:56])([CH3:54])[C:57]#[C:58][C:2]1[CH:3]=[CH:4][C:5]2[O:11][CH2:10][CH2:9][N:8]3[C:12]([CH2:18][NH:19][CH:20]4[CH2:21][O:22][CH2:23]4)=[C:13]([C:15]([NH2:17])=[O:16])[N:14]=[C:7]3[C:6]=2[CH:24]=1. (3) Given the reactants [Cl:1][C:2]1[CH:3]=[CH:4][CH:5]=[C:6]2[C:22]=1[C:9]1([CH2:14][CH2:13][N:12](C(OC(C)(C)C)=O)[CH2:11][CH2:10]1)[N:8]([CH2:23][C:24]1[CH:29]=[CH:28][C:27]([O:30][CH3:31])=[CH:26][CH:25]=1)[C:7]2=[S:32].[C:33]([OH:39])([C:35]([F:38])([F:37])[F:36])=[O:34], predict the reaction product. The product is: [Cl:1][C:2]1[CH:3]=[CH:4][CH:5]=[C:6]2[C:22]=1[C:9]1([CH2:14][CH2:13][NH:12][CH2:11][CH2:10]1)[N:8]([CH2:23][C:24]1[CH:25]=[CH:26][C:27]([O:30][CH3:31])=[CH:28][CH:29]=1)[C:7]2=[S:32].[C:33]([OH:39])([C:35]([F:38])([F:37])[F:36])=[O:34]. (4) Given the reactants [H-].[Na+].[CH3:3][N:4]1[C:12]2[C:7](=[CH:8][CH:9]=[CH:10][CH:11]=2)[CH2:6][C:5]1=[O:13].Br[CH2:15][CH2:16]Br, predict the reaction product. The product is: [CH3:3][N:4]1[C:12]2[C:7](=[CH:8][CH:9]=[CH:10][CH:11]=2)[C:6]2([CH2:16][CH2:15]2)[C:5]1=[O:13]. (5) The product is: [CH2:20]([N:22]([S:23]([C:26]1[CH:27]=[CH:28][C:29]([F:32])=[CH:30][CH:31]=1)(=[O:25])=[O:24])[CH2:33][C:34]([NH:19][CH2:18][C:3]1[CH:4]=[C:5]([C:8]2[CH:9]=[CH:10][C:11]([C:14]([F:16])([F:17])[F:15])=[CH:12][CH:13]=2)[CH:6]=[CH:7][C:2]=1[F:1])=[O:35])[CH3:21]. Given the reactants [F:1][C:2]1[CH:7]=[CH:6][C:5]([C:8]2[CH:13]=[CH:12][C:11]([C:14]([F:17])([F:16])[F:15])=[CH:10][CH:9]=2)=[CH:4][C:3]=1[CH2:18][NH2:19].[CH2:20]([N:22]([CH2:33][C:34](O)=[O:35])[S:23]([C:26]1[CH:31]=[CH:30][C:29]([F:32])=[CH:28][CH:27]=1)(=[O:25])=[O:24])[CH3:21].CN(C(ON1N=NC2C=CC=NC1=2)=[N+](C)C)C.F[P-](F)(F)(F)(F)F.C(N(CC)C(C)C)(C)C.OS([O-])(=O)=O.[K+], predict the reaction product. (6) The product is: [F:26][C:19]1[C:20]([NH2:25])=[N:21][C:22]([CH3:24])=[N:23][C:18]=1[C:13]1[C:8]([F:7])=[N:9][CH:10]=[CH:11][CH:12]=1. Given the reactants COCCOC.[F:7][C:8]1[C:13](B(O)O)=[CH:12][CH:11]=[CH:10][N:9]=1.Cl[C:18]1[N:23]=[C:22]([CH3:24])[N:21]=[C:20]([NH2:25])[C:19]=1[F:26], predict the reaction product. (7) Given the reactants C(N(CC)CC)C.[CH3:8][S:9](Cl)(=[O:11])=[O:10].[OH:13][CH2:14][CH2:15][CH2:16][C:17]1[CH:22]=[CH:21][C:20]([NH:23][C:24](=[O:30])[O:25][C:26]([CH3:29])([CH3:28])[CH3:27])=[CH:19][CH:18]=1.O, predict the reaction product. The product is: [CH3:8][S:9]([O:13][CH2:14][CH2:15][CH2:16][C:17]1[CH:22]=[CH:21][C:20]([NH:23][C:24]([O:25][C:26]([CH3:27])([CH3:29])[CH3:28])=[O:30])=[CH:19][CH:18]=1)(=[O:11])=[O:10]. (8) The product is: [ClH:39].[CH3:1][C:2]1[C:7]([O:8][C:9]2[C:10]([NH:22][C:23]3[S:27][N:26]=[C:25]([C@H:28]([OH:29])[CH2:32][OH:31])[N:24]=3)=[N:11][CH:12]=[C:13]([S:15][C:16]3[CH:21]=[CH:20][CH:19]=[CH:18][N:17]=3)[CH:14]=2)=[C:6]([CH3:38])[CH:5]=[CH:4][N:3]=1. Given the reactants [CH3:1][C:2]1[C:7]([O:8][C:9]2[C:10]([NH:22][C:23]3[S:27][N:26]=[C:25]([C@H:28]4[CH2:32][O:31]C5(CCCCC5)[O:29]4)[N:24]=3)=[N:11][CH:12]=[C:13]([S:15][C:16]3[CH:21]=[CH:20][CH:19]=[CH:18][N:17]=3)[CH:14]=2)=[C:6]([CH3:38])[CH:5]=[CH:4][N:3]=1.[ClH:39].CCOCC, predict the reaction product.